From a dataset of Peptide-MHC class II binding affinity with 134,281 pairs from IEDB. Regression. Given a peptide amino acid sequence and an MHC pseudo amino acid sequence, predict their binding affinity value. This is MHC class II binding data. (1) The peptide sequence is KIKQKTKQIGNRPGP. The MHC is H-2-IEd with pseudo-sequence H-2-IEd. The binding affinity (normalized) is 0.0662. (2) The MHC is HLA-DQA10102-DQB10602 with pseudo-sequence HLA-DQA10102-DQB10602. The binding affinity (normalized) is 0.490. The peptide sequence is LSDISLKLTSGKIAS. (3) The peptide sequence is AKIVTAETQNSSFII. The MHC is DRB1_0404 with pseudo-sequence DRB1_0404. The binding affinity (normalized) is 0.359. (4) The peptide sequence is SEFAYGSFVRTVSLP. The MHC is HLA-DPA10301-DPB10402 with pseudo-sequence HLA-DPA10301-DPB10402. The binding affinity (normalized) is 0.410.